This data is from TCR-epitope binding with 47,182 pairs between 192 epitopes and 23,139 TCRs. The task is: Binary Classification. Given a T-cell receptor sequence (or CDR3 region) and an epitope sequence, predict whether binding occurs between them. (1) The epitope is YLKLTDNVYIK. The TCR CDR3 sequence is CASSRTGEQETQYF. Result: 1 (the TCR binds to the epitope). (2) The epitope is KLSYGIATV. The TCR CDR3 sequence is CASSEEVQGAFLGELFF. Result: 1 (the TCR binds to the epitope). (3) The epitope is ILGLPTQTV. The TCR CDR3 sequence is CASSPSLSNTQYF. Result: 1 (the TCR binds to the epitope). (4) Result: 1 (the TCR binds to the epitope). The TCR CDR3 sequence is CASNLGTTGELFF. The epitope is YIFFASFYY. (5) The epitope is FLNRFTTTL. Result: 1 (the TCR binds to the epitope). The TCR CDR3 sequence is CASSHNSPLHF.